From a dataset of NCI-60 drug combinations with 297,098 pairs across 59 cell lines. Regression. Given two drug SMILES strings and cell line genomic features, predict the synergy score measuring deviation from expected non-interaction effect. (1) Drug 1: CC(C)(C#N)C1=CC(=CC(=C1)CN2C=NC=N2)C(C)(C)C#N. Drug 2: B(C(CC(C)C)NC(=O)C(CC1=CC=CC=C1)NC(=O)C2=NC=CN=C2)(O)O. Cell line: UACC-257. Synergy scores: CSS=21.8, Synergy_ZIP=1.67, Synergy_Bliss=1.26, Synergy_Loewe=-11.9, Synergy_HSA=-1.13. (2) Drug 1: C1=C(C(=O)NC(=O)N1)F. Drug 2: CC1C(C(CC(O1)OC2CC(OC(C2O)C)OC3=CC4=CC5=C(C(=O)C(C(C5)C(C(=O)C(C(C)O)O)OC)OC6CC(C(C(O6)C)O)OC7CC(C(C(O7)C)O)OC8CC(C(C(O8)C)O)(C)O)C(=C4C(=C3C)O)O)O)O. Cell line: RXF 393. Synergy scores: CSS=28.9, Synergy_ZIP=2.81, Synergy_Bliss=4.66, Synergy_Loewe=5.29, Synergy_HSA=5.24. (3) Drug 1: CCC1=C2CN3C(=CC4=C(C3=O)COC(=O)C4(CC)O)C2=NC5=C1C=C(C=C5)O. Drug 2: C(=O)(N)NO. Cell line: SF-295. Synergy scores: CSS=6.42, Synergy_ZIP=-3.31, Synergy_Bliss=3.75, Synergy_Loewe=-15.5, Synergy_HSA=2.09. (4) Drug 1: CC1=C(C=C(C=C1)NC(=O)C2=CC=C(C=C2)CN3CCN(CC3)C)NC4=NC=CC(=N4)C5=CN=CC=C5. Drug 2: CCC1(C2=C(COC1=O)C(=O)N3CC4=CC5=C(C=CC(=C5CN(C)C)O)N=C4C3=C2)O.Cl. Cell line: T-47D. Synergy scores: CSS=17.0, Synergy_ZIP=-5.20, Synergy_Bliss=2.04, Synergy_Loewe=-30.1, Synergy_HSA=0.537. (5) Drug 1: C1=CC(=CC=C1CC(C(=O)O)N)N(CCCl)CCCl.Cl. Drug 2: C1CN1P(=S)(N2CC2)N3CC3. Cell line: UACC-257. Synergy scores: CSS=-7.28, Synergy_ZIP=-0.510, Synergy_Bliss=-9.27, Synergy_Loewe=-12.7, Synergy_HSA=-12.4.